The task is: Predict the reactants needed to synthesize the given product.. This data is from Full USPTO retrosynthesis dataset with 1.9M reactions from patents (1976-2016). (1) Given the product [Cl:1][C:2]1[CH:3]=[CH:4][C:5]2[N:28]3[C:29]([C:32]([NH:41][CH3:40])=[O:33])=[CH:30][CH:31]=[C:27]3[C:8]3([CH2:13][CH2:12][N:11]([C:14](=[O:26])[C:15]4[CH:20]=[CH:19][C:18]([O:21][CH:22]([CH3:23])[CH3:24])=[C:17]([CH3:25])[CH:16]=4)[CH2:10][CH2:9]3)[O:7][C:6]=2[CH:35]=1, predict the reactants needed to synthesize it. The reactants are: [Cl:1][C:2]1[CH:3]=[CH:4][C:5]2[N:28]3[C:29]([C:32](O)=[O:33])=[CH:30][CH:31]=[C:27]3[C:8]3([CH2:13][CH2:12][N:11]([C:14](=[O:26])[C:15]4[CH:20]=[CH:19][C:18]([O:21][CH:22]([CH3:24])[CH3:23])=[C:17]([CH3:25])[CH:16]=4)[CH2:10][CH2:9]3)[O:7][C:6]=2[CH:35]=1.Cl.CN.C[CH2:40][N:41](CC)CC.CN(C(ON1N=NC2C=CC=NC1=2)=[N+](C)C)C.F[P-](F)(F)(F)(F)F. (2) Given the product [Cl:17][CH:18]([Cl:22])[C:19]([NH:1][C:2]1[CH:7]=[N:6][C:5]([C:8]#[N:9])=[CH:4][CH:3]=1)=[O:20], predict the reactants needed to synthesize it. The reactants are: [NH2:1][C:2]1[CH:3]=[CH:4][C:5]([C:8]#[N:9])=[N:6][CH:7]=1.C(N(CC)CC)C.[Cl:17][CH:18]([Cl:22])[C:19](Cl)=[O:20]. (3) Given the product [Cl:1][C:2]1[CH:3]=[CH:4][C:5]([CH2:8][O:9][C:10]2[CH:15]=[CH:14][N:13]([C:18]3[CH:23]=[CH:22][C:21]4[C:24]5[CH2:25][N:26]([C:32]([O:34][C:35]([CH3:38])([CH3:37])[CH3:36])=[O:33])[CH2:27][CH2:28][CH2:29][C:30]=5[O:31][C:20]=4[CH:19]=3)[C:12](=[O:16])[CH:11]=2)=[N:6][CH:7]=1, predict the reactants needed to synthesize it. The reactants are: [Cl:1][C:2]1[CH:3]=[CH:4][C:5]([CH2:8][O:9][C:10]2[CH:15]=[CH:14][NH:13][C:12](=[O:16])[CH:11]=2)=[N:6][CH:7]=1.Br[C:18]1[CH:23]=[CH:22][C:21]2[C:24]3[CH2:25][N:26]([C:32]([O:34][C:35]([CH3:38])([CH3:37])[CH3:36])=[O:33])[CH2:27][CH2:28][CH2:29][C:30]=3[O:31][C:20]=2[CH:19]=1.C([O-])([O-])=O.[Cs+].[Cs+].CN[C@@H]1CCCC[C@H]1NC. (4) Given the product [Si:14]([O:13][C@@H:11]([CH3:12])[C@:10]([C:22]1[CH:27]=[CH:26][C:25]([F:28])=[CH:24][C:23]=1[F:29])([OH:21])[CH2:9][N:5]1[CH:6]=[N:32][CH:31]=[N:4]1)([C:17]([CH3:20])([CH3:19])[CH3:18])([CH3:16])[CH3:15], predict the reactants needed to synthesize it. The reactants are: [H-].[Na+].N1C=[CH:6][N:5]=[N:4]1.Cl[CH2:9][C@:10]([C:22]1[CH:27]=[CH:26][C:25]([F:28])=[CH:24][C:23]=1[F:29])([OH:21])[C@@H:11]([O:13][Si:14]([C:17]([CH3:20])([CH3:19])[CH3:18])([CH3:16])[CH3:15])[CH3:12].O.[CH3:31][N:32](C=O)C. (5) Given the product [F:1][C:2]1[C:7]([I:9])=[CH:6][N:5]=[C:4]([NH2:8])[CH:3]=1, predict the reactants needed to synthesize it. The reactants are: [F:1][C:2]1[CH:7]=[CH:6][N:5]=[C:4]([NH2:8])[CH:3]=1.[I:9]N1C(=O)CCC1=O. (6) Given the product [CH3:1][O:2][C:3]1[CH:10]=[C:9]([O:11][CH3:12])[CH:8]=[CH:7][C:4]=1[CH2:5][NH:6][S:27]([C:22]1[CH:23]=[CH:24][C:25]([F:26])=[C:20]([F:19])[CH:21]=1)(=[O:29])=[O:28], predict the reactants needed to synthesize it. The reactants are: [CH3:1][O:2][C:3]1[CH:10]=[C:9]([O:11][CH3:12])[CH:8]=[CH:7][C:4]=1[CH2:5][NH2:6].N1C=CC=CC=1.[F:19][C:20]1[CH:21]=[C:22]([S:27](Cl)(=[O:29])=[O:28])[CH:23]=[CH:24][C:25]=1[F:26].Cl. (7) The reactants are: I[C:2]1C=CN=C(OC)[C:3]=1C1NC(C2C=CC=CC=2)=CN=1.[I:21][C:22]1[CH:27]=[CH:26][N:25]=[C:24]([O:28][CH3:29])[C:23]=1[C:30]1[N:31]([OH:41])[C:32]([C:35]2[CH:40]=[CH:39][CH:38]=[CH:37][CH:36]=2)=[CH:33][N:34]=1. Given the product [CH2:2]([C:33]1[N:34]=[C:30]([C:23]2[C:24]([O:28][CH3:29])=[N:25][CH:26]=[CH:27][C:22]=2[I:21])[N:31]([OH:41])[C:32]=1[C:35]1[CH:40]=[CH:39][CH:38]=[CH:37][CH:36]=1)[CH3:3], predict the reactants needed to synthesize it. (8) Given the product [C:34]([O:33][C:31]([NH:6][C@@H:5]([CH2:7][CH2:8][CH3:9])[C@H:4]([OH:3])[C:10]([OH:12])=[O:11])=[O:32])([CH3:35])([CH3:36])[CH3:37], predict the reactants needed to synthesize it. The reactants are: CC1[O:3][C@H:4]([C:10]([O:12]CC)=[O:11])[C@H:5]([CH2:7][CH2:8][CH3:9])[N:6]=1.Cl.C1(C)C=CC=CC=1.[C:31](O[C:31]([O:33][C:34]([CH3:37])([CH3:36])[CH3:35])=[O:32])([O:33][C:34]([CH3:37])([CH3:36])[CH3:35])=[O:32].